This data is from Full USPTO retrosynthesis dataset with 1.9M reactions from patents (1976-2016). The task is: Predict the reactants needed to synthesize the given product. Given the product [C:1]([O:5][C:6]([N:8]1[CH2:13][CH2:12][C:11]2[N:14]([CH3:30])[C:15]([C:17]3[C:22]([C:23]#[CH:24])=[CH:21][N:20]=[C:19]([NH2:29])[N:18]=3)=[CH:16][C:10]=2[C:9]1=[O:31])=[O:7])([CH3:4])([CH3:3])[CH3:2], predict the reactants needed to synthesize it. The reactants are: [C:1]([O:5][C:6]([N:8]1[CH2:13][CH2:12][C:11]2[N:14]([CH3:30])[C:15]([C:17]3[C:22]([C:23]#[C:24][Si](C)(C)C)=[CH:21][N:20]=[C:19]([NH2:29])[N:18]=3)=[CH:16][C:10]=2[C:9]1=[O:31])=[O:7])([CH3:4])([CH3:3])[CH3:2].C([O-])([O-])=O.[K+].[K+].